Dataset: Full USPTO retrosynthesis dataset with 1.9M reactions from patents (1976-2016). Task: Predict the reactants needed to synthesize the given product. (1) Given the product [CH2:6]([N:8]([CH2:11][CH2:12][CH2:13][O:29][CH2:18][CH2:17][CH2:16][C:15]([NH:20][C:21]1[CH:26]=[CH:25][CH:24]=[CH:23][CH:22]=1)=[O:19])[CH2:9][CH3:10])[CH3:7], predict the reactants needed to synthesize it. The reactants are: S(Cl)(C)(=O)=O.[CH2:6]([N:8]([CH:11](O)[CH2:12][CH3:13])[CH2:9][CH3:10])[CH3:7].[C:15]([NH:20][C:21]1[CH:26]=[CH:25][C:24](O)=[CH:23][CH:22]=1)(=[O:19])[CH2:16][CH2:17][CH3:18].C([O-])([O-])=[O:29].[K+].[K+]. (2) The reactants are: [CH2:1]([C:5]1[CH:10]=[CH:9][C:8]([C:11]#[C:12][C:13]2[CH:40]=[CH:39][C:16]([CH2:17][N:18]([C:26]3[CH:38]=[CH:37][C:29]4[O:30]C(C)(C)[O:32][C:33](=[O:34])[C:28]=4[CH:27]=3)[C:19](=[O:25])[CH2:20][CH2:21][CH2:22][CH2:23][CH3:24])=[CH:15][CH:14]=2)=[CH:7][CH:6]=1)[CH2:2][CH2:3][CH3:4].[OH-].[Na+]. Given the product [CH2:1]([C:5]1[CH:6]=[CH:7][C:8]([C:11]#[C:12][C:13]2[CH:40]=[CH:39][C:16]([CH2:17][N:18]([C:19](=[O:25])[CH2:20][CH2:21][CH2:22][CH2:23][CH3:24])[C:26]3[CH:38]=[CH:37][C:29]([OH:30])=[C:28]([CH:27]=3)[C:33]([OH:34])=[O:32])=[CH:15][CH:14]=2)=[CH:9][CH:10]=1)[CH2:2][CH2:3][CH3:4], predict the reactants needed to synthesize it. (3) Given the product [OH:2][C:3]1[CH:8]=[C:7]([O:9][CH3:10])[CH:6]=[CH:5][C:4]=1[C:11](=[O:21])[CH2:12][C:13]1[CH:18]=[CH:17][C:16]([O:19][CH3:20])=[CH:15][CH:14]=1, predict the reactants needed to synthesize it. The reactants are: C[O:2][C:3]1[CH:8]=[C:7]([O:9][CH3:10])[CH:6]=[CH:5][C:4]=1[C:11](=[O:21])[CH2:12][C:13]1[CH:18]=[CH:17][C:16]([O:19][CH3:20])=[CH:15][CH:14]=1.[I-].[Na+].O.O.O.O.O.O.O.[Cl-].[Ce+3].[Cl-].[Cl-].C(OCC)(=O)C.